From a dataset of Reaction yield outcomes from USPTO patents with 853,638 reactions. Predict the reaction yield, written as a fraction of the theoretical maximum amount of product (1.0 means a 100% yield; for example, 0.34 means a 34% yield). (1) The yield is 0.320. The reactants are [C:1]([CH:5]1[CH2:13][C:12]2[C:7](=[CH:8][CH:9]=[CH:10][CH:11]=2)[NH:6]1)([CH3:4])([CH3:3])[CH3:2].C(C1NC2C(C=1)=CC=CC=2)(C)(C)C.[N+:27]([O-])([O-:29])=[O:28].[K+].C([O-])([O-])=O.[Na+].[Na+]. The product is [C:1]([CH:5]1[CH2:13][C:12]2[C:7](=[CH:8][C:9]([N+:27]([O-:29])=[O:28])=[CH:10][CH:11]=2)[NH:6]1)([CH3:4])([CH3:2])[CH3:3]. The catalyst is OS(O)(=O)=O. (2) The reactants are [NH2:1][C@H:2]1[CH2:6][CH2:5][N:4]([CH2:7][CH2:8][C@@H:9]2[CH2:13][S:12][C:11]([C:14]3[NH:15][C:16]4[C:21]([CH:22]=3)=[CH:20][C:19]([Cl:23])=[CH:18][C:17]=4[NH:24][CH:25]3[CH2:30][CH2:29][O:28][CH2:27][CH2:26]3)=[N:10]2)[CH2:3]1.C(N(C(C)C)CC)(C)C.[C:40](Cl)(=[O:42])[CH3:41].O. The catalyst is ClCCl. The product is [Cl:23][C:19]1[CH:20]=[C:21]2[C:16](=[C:17]([NH:24][CH:25]3[CH2:30][CH2:29][O:28][CH2:27][CH2:26]3)[CH:18]=1)[NH:15][C:14]([C:11]1[S:12][CH2:13][C@@H:9]([CH2:8][CH2:7][N:4]3[CH2:5][CH2:6][C@H:2]([NH:1][C:40](=[O:42])[CH3:41])[CH2:3]3)[N:10]=1)=[CH:22]2. The yield is 0.420. (3) The reactants are C1C2C(COC([NH:18][C@H:19]([C:23]([NH:25][C@H:26]([C:34]([NH:36][C:37]3[CH:42]=[CH:41][C:40]([CH2:43][O:44][C:45](=[O:87])[NH:46][CH2:47][CH2:48][NH:49][C:50](=[O:86])[CH2:51][C@H:52]4[O:59][C@H:58](/[CH:60]=[CH:61]/[C:62](/[CH3:84])=[CH:63]/[CH2:64][C@H:65]5[C@@H:70]([CH3:71])[CH2:69][C@@H:68]([NH:72][C:73](=[O:82])/[CH:74]=[CH:75]\[C@@H:76]([O:78][C:79](=[O:81])[CH3:80])[CH3:77])[C@@H:67]([CH3:83])[O:66]5)[C@@H:57]([OH:85])[C@@:54]5([O:56][CH2:55]5)[CH2:53]4)=[CH:39][CH:38]=3)=[O:35])[CH2:27][CH2:28][CH2:29][NH:30][C:31](=[O:33])[NH2:32])=[O:24])[CH:20]([CH3:22])[CH3:21])=O)C3C(=CC=CC=3)C=2C=CC=1.N1CCCCC1.NCCCCCC(N[C@H](C(N[C@H](C(NC1C=CC(COC(NNC(=O)C[C@H]2O[C@H](/C=C/C(/C)=C/C[C@H]3[C@@H](C)C[C@@H](NC(=O)/C=C\[C@@H](OC(=O)C)C)[C@@H](C)O3)[C@@H](O)[C@@]3(OC3)C2)=O)=CC=1)=O)CCCNC(=O)N)=O)C(C)C)=O. No catalyst specified. The product is [NH2:18][C@H:19]([C:23]([NH:25][C@H:26]([C:34]([NH:36][C:37]1[CH:38]=[CH:39][C:40]([CH2:43][O:44][C:45](=[O:87])[NH:46][CH2:47][CH2:48][NH:49][C:50](=[O:86])[CH2:51][C@H:52]2[O:59][C@H:58](/[CH:60]=[CH:61]/[C:62](/[CH3:84])=[CH:63]/[CH2:64][C@H:65]3[C@@H:70]([CH3:71])[CH2:69][C@@H:68]([NH:72][C:73](=[O:82])/[CH:74]=[CH:75]\[C@@H:76]([O:78][C:79](=[O:81])[CH3:80])[CH3:77])[C@@H:67]([CH3:83])[O:66]3)[C@@H:57]([OH:85])[C@@:54]3([O:56][CH2:55]3)[CH2:53]2)=[CH:41][CH:42]=1)=[O:35])[CH2:27][CH2:28][CH2:29][NH:30][C:31](=[O:33])[NH2:32])=[O:24])[CH:20]([CH3:22])[CH3:21]. The yield is 0.760. (4) The reactants are [OH:1][C:2]1[C:11]2[C:6](=[CH:7][CH:8]=[CH:9][CH:10]=2)[C:5]([CH3:17])([CH2:12][CH2:13][CH:14]([CH3:16])[CH3:15])[C:4](=[O:18])[C:3]=1C(OCC)=O.Cl. The catalyst is O1CCOCC1. The product is [OH:1][C:2]1[C:11]2[C:6](=[CH:7][CH:8]=[CH:9][CH:10]=2)[C:5]([CH3:17])([CH2:12][CH2:13][CH:14]([CH3:15])[CH3:16])[C:4](=[O:18])[CH:3]=1. The yield is 0.660. (5) The reactants are [CH:1]([O:4][C:5]1[CH:6]=[C:7]([NH2:17])[CH:8]=[CH:9][C:10]=1[N:11]1[CH:15]=[C:14]([CH3:16])[N:13]=[CH:12]1)([CH3:3])[CH3:2].C([N:26]=[C:27]=[S:28])(=O)C1C=CC=CC=1. No catalyst specified. The product is [CH:1]([O:4][C:5]1[CH:6]=[C:7]([NH:17][C:27]([NH2:26])=[S:28])[CH:8]=[CH:9][C:10]=1[N:11]1[CH:15]=[C:14]([CH3:16])[N:13]=[CH:12]1)([CH3:3])[CH3:2]. The yield is 0.480.